This data is from NCI-60 drug combinations with 297,098 pairs across 59 cell lines. The task is: Regression. Given two drug SMILES strings and cell line genomic features, predict the synergy score measuring deviation from expected non-interaction effect. (1) Drug 1: CN(C)N=NC1=C(NC=N1)C(=O)N. Drug 2: CN1C(=O)N2C=NC(=C2N=N1)C(=O)N. Cell line: MDA-MB-435. Synergy scores: CSS=-10.2, Synergy_ZIP=5.56, Synergy_Bliss=3.94, Synergy_Loewe=-4.84, Synergy_HSA=-4.02. (2) Drug 1: CC1=C(C=C(C=C1)NC2=NC=CC(=N2)N(C)C3=CC4=NN(C(=C4C=C3)C)C)S(=O)(=O)N.Cl. Drug 2: CC1CCC2CC(C(=CC=CC=CC(CC(C(=O)C(C(C(=CC(C(=O)CC(OC(=O)C3CCCCN3C(=O)C(=O)C1(O2)O)C(C)CC4CCC(C(C4)OC)O)C)C)O)OC)C)C)C)OC. Cell line: CAKI-1. Synergy scores: CSS=46.0, Synergy_ZIP=-1.52, Synergy_Bliss=-4.19, Synergy_Loewe=0.861, Synergy_HSA=1.84.